This data is from Reaction yield outcomes from USPTO patents with 853,638 reactions. The task is: Predict the reaction yield, written as a fraction of the theoretical maximum amount of product (1.0 means a 100% yield; for example, 0.34 means a 34% yield). (1) The reactants are N(S(C(F)(F)F)(=O)=O)S(C(F)(F)F)(=O)=[O:3].[Cl:16][C:17]1[CH:18]=[C:19]([C:24]([OH:32])([CH2:29][C:30]#[CH:31])[C:25]([F:28])([F:27])[F:26])[CH:20]=[C:21]([Cl:23])[CH:22]=1. The catalyst is ClCCCl. The product is [Cl:16][C:17]1[CH:18]=[C:19]([C:24]2([C:25]([F:26])([F:27])[F:28])[O:32][CH2:31][C:30](=[O:3])[CH2:29]2)[CH:20]=[C:21]([Cl:23])[CH:22]=1. The yield is 0.370. (2) The reactants are [CH:1]1([NH:6][C:7]2[C:12]([CH:13]=O)=[CH:11][N:10]=[C:9]([S:15][CH3:16])[N:8]=2)[CH2:5][CH2:4][CH2:3][CH2:2]1.C([O:19][C:20](=O)[CH2:21][C:22](=[O:29])[C:23]1[CH:28]=[CH:27][CH:26]=[CH:25][CH:24]=1)C.N1CCCCC1. The catalyst is CCO. The product is [C:22]([C:21]1[C:20](=[O:19])[N:6]([CH:1]2[CH2:5][CH2:4][CH2:3][CH2:2]2)[C:7]2[N:8]=[C:9]([S:15][CH3:16])[N:10]=[CH:11][C:12]=2[CH:13]=1)(=[O:29])[C:23]1[CH:28]=[CH:27][CH:26]=[CH:25][CH:24]=1. The yield is 0.720.